From a dataset of NCI-60 drug combinations with 297,098 pairs across 59 cell lines. Regression. Given two drug SMILES strings and cell line genomic features, predict the synergy score measuring deviation from expected non-interaction effect. (1) Drug 1: CC(CN1CC(=O)NC(=O)C1)N2CC(=O)NC(=O)C2. Drug 2: C1CNP(=O)(OC1)N(CCCl)CCCl. Cell line: CCRF-CEM. Synergy scores: CSS=64.8, Synergy_ZIP=1.67, Synergy_Bliss=4.36, Synergy_Loewe=-20.8, Synergy_HSA=2.61. (2) Cell line: SNB-75. Synergy scores: CSS=-0.778, Synergy_ZIP=-0.741, Synergy_Bliss=-0.478, Synergy_Loewe=-3.17, Synergy_HSA=-3.17. Drug 1: CN1C(=O)N2C=NC(=C2N=N1)C(=O)N. Drug 2: CCC1(CC2CC(C3=C(CCN(C2)C1)C4=CC=CC=C4N3)(C5=C(C=C6C(=C5)C78CCN9C7C(C=CC9)(C(C(C8N6C)(C(=O)OC)O)OC(=O)C)CC)OC)C(=O)OC)O.OS(=O)(=O)O. (3) Drug 1: CC1C(C(CC(O1)OC2CC(CC3=C2C(=C4C(=C3O)C(=O)C5=C(C4=O)C(=CC=C5)OC)O)(C(=O)CO)O)N)O.Cl. Drug 2: C1CCC(CC1)NC(=O)N(CCCl)N=O. Cell line: HL-60(TB). Synergy scores: CSS=25.6, Synergy_ZIP=3.75, Synergy_Bliss=5.28, Synergy_Loewe=-5.39, Synergy_HSA=5.79. (4) Drug 1: CC(C)(C#N)C1=CC(=CC(=C1)CN2C=NC=N2)C(C)(C)C#N. Drug 2: CC1=C2C(C(=O)C3(C(CC4C(C3C(C(C2(C)C)(CC1OC(=O)C(C(C5=CC=CC=C5)NC(=O)OC(C)(C)C)O)O)OC(=O)C6=CC=CC=C6)(CO4)OC(=O)C)O)C)O. Cell line: OVCAR-5. Synergy scores: CSS=-25.7, Synergy_ZIP=13.7, Synergy_Bliss=-2.87, Synergy_Loewe=-33.0, Synergy_HSA=-29.8. (5) Drug 1: CN1CCC(CC1)COC2=C(C=C3C(=C2)N=CN=C3NC4=C(C=C(C=C4)Br)F)OC. Drug 2: CCN(CC)CCCC(C)NC1=C2C=C(C=CC2=NC3=C1C=CC(=C3)Cl)OC. Cell line: OVCAR-4. Synergy scores: CSS=9.86, Synergy_ZIP=-3.38, Synergy_Bliss=-1.23, Synergy_Loewe=-0.682, Synergy_HSA=-0.551. (6) Drug 1: CC1=C(C(CCC1)(C)C)C=CC(=CC=CC(=CC(=O)O)C)C. Drug 2: CC1=C2C(C(=O)C3(C(CC4C(C3C(C(C2(C)C)(CC1OC(=O)C(C(C5=CC=CC=C5)NC(=O)OC(C)(C)C)O)O)OC(=O)C6=CC=CC=C6)(CO4)OC(=O)C)O)C)O. Cell line: DU-145. Synergy scores: CSS=19.0, Synergy_ZIP=10.3, Synergy_Bliss=13.4, Synergy_Loewe=12.8, Synergy_HSA=12.6.